From a dataset of Reaction yield outcomes from USPTO patents with 853,638 reactions. Predict the reaction yield, written as a fraction of the theoretical maximum amount of product (1.0 means a 100% yield; for example, 0.34 means a 34% yield). The reactants are [CH2:1]([CH:4]([CH2:11][CH2:12][CH3:13])[CH2:5][CH2:6][CH2:7][CH2:8][CH2:9]O)[CH2:2][CH3:3].[BrH:14].S(=O)(=O)(O)O. The catalyst is O. The product is [Br:14][CH2:9][CH2:8][CH2:7][CH2:6][CH2:5][CH:4]([CH2:11][CH2:12][CH3:13])[CH2:1][CH2:2][CH3:3]. The yield is 0.890.